This data is from Forward reaction prediction with 1.9M reactions from USPTO patents (1976-2016). The task is: Predict the product of the given reaction. (1) Given the reactants [OH:1][C:2]1[CH:3]=[C:4]([CH:15]=[C:16]([O:18][C@H:19]2[CH2:23][CH2:22][N:21]([CH3:24])[C:20]2=[O:25])[CH:17]=1)[C:5]([NH:7][C:8]1[CH:13]=[N:12][C:11]([CH3:14])=[CH:10][N:9]=1)=[O:6].Br[C:27]1[CH:28]=[CH:29][C:30]([S:33]([CH3:36])(=[O:35])=[O:34])=[N:31][CH:32]=1.C(=O)([O-])[O-].[Cs+].[Cs+], predict the reaction product. The product is: [CH3:24][N:21]1[CH2:22][CH2:23][C@H:19]([O:18][C:16]2[CH:15]=[C:4]([CH:3]=[C:2]([O:1][C:27]3[CH:32]=[N:31][C:30]([S:33]([CH3:36])(=[O:35])=[O:34])=[CH:29][CH:28]=3)[CH:17]=2)[C:5]([NH:7][C:8]2[CH:13]=[N:12][C:11]([CH3:14])=[CH:10][N:9]=2)=[O:6])[C:20]1=[O:25]. (2) Given the reactants [Cl:1][C:2]1[N:7]=[C:6]2[N:8]([CH2:12][CH2:13][CH2:14][NH:15][C:16](=[O:19])[O:17][CH3:18])[CH:9]=[C:10](I)[C:5]2=[N:4][CH:3]=1.Cl.[OH-].[Na+].C(=O)([O-])O.[Na+].[O:28]1CCO[CH2:30][CH2:29]1, predict the reaction product. The product is: [CH3:18][O:17][C:16](=[O:19])[NH:15][CH2:14][CH2:13][CH2:12][N:8]1[C:6]2=[N:7][C:2]([Cl:1])=[CH:3][N:4]=[C:5]2[C:10]([C:29](=[O:28])[CH3:30])=[CH:9]1. (3) Given the reactants Cl[CH2:2][C:3]([N:5]1[CH2:10][CH2:9][S:8][C:7]2[CH:11]=[CH:12][C:13]([N+:15]([O-:17])=[O:16])=[CH:14][C:6]1=2)=[O:4].Cl.C(OCC)C.[NH:24]1[CH2:28][CH2:27][CH2:26][CH2:25]1, predict the reaction product. The product is: [N+:15]([C:13]1[CH:12]=[CH:11][C:7]2[S:8][CH2:9][CH2:10][N:5]([C:3](=[O:4])[CH2:2][N:24]3[CH2:28][CH2:27][CH2:26][CH2:25]3)[C:6]=2[CH:14]=1)([O-:17])=[O:16]. (4) Given the reactants Cl[C:2]1[C:11]2[C:6](=[CH:7][CH:8]=[C:9]([N:12]3[C:20]4[C:15](=[CH:16][CH:17]=[CH:18][CH:19]=4)[CH2:14][C:13]3=[O:21])[CH:10]=2)[CH:5]=[N:4][CH:3]=1.Br[C:23]1[CH:28]=[CH:27][C:26]([C:29]2[CH:30]=[N:31][N:32]([CH2:34][C:35]([CH3:38])([OH:37])[CH3:36])[CH:33]=2)=[CH:25][CH:24]=1.[O-]P([O-])([O-])=O.[K+].[K+].[K+], predict the reaction product. The product is: [OH:37][C:35]([CH3:38])([CH3:36])[CH2:34][N:32]1[CH:33]=[C:29]([C:26]2[CH:27]=[CH:28][C:23]([C:2]3[C:11]4[C:6](=[CH:7][CH:8]=[C:9]([N:12]5[C:20]6[C:15](=[CH:16][CH:17]=[CH:18][CH:19]=6)[CH2:14][C:13]5=[O:21])[CH:10]=4)[CH:5]=[N:4][CH:3]=3)=[CH:24][CH:25]=2)[CH:30]=[N:31]1. (5) Given the reactants [C:1]1([C@@H:7]([NH:9][C@H:10]2[C@@H:15]([C:16](OCC)=[O:17])[CH2:14][CH2:13][N:12]([C:21]([O:23][C:24]([CH3:27])([CH3:26])[CH3:25])=[O:22])[CH2:11]2)[CH3:8])[CH:6]=[CH:5][CH:4]=[CH:3][CH:2]=1.[H-].[Al+3].[Li+].[H-].[H-].[H-].N, predict the reaction product. The product is: [OH:17][CH2:16][C@@H:15]1[CH2:14][CH2:13][N:12]([C:21]([O:23][C:24]([CH3:27])([CH3:26])[CH3:25])=[O:22])[CH2:11][C@@H:10]1[NH:9][C@H:7]([C:1]1[CH:2]=[CH:3][CH:4]=[CH:5][CH:6]=1)[CH3:8]. (6) The product is: [Br:1][C:20]1[S:21][CH:22]=[CH:23][C:19]=1[CH2:18][CH:17]([CH2:9][CH2:10][CH2:11][CH2:12][CH2:13][CH2:14][CH2:15][CH3:16])[CH2:24][CH2:25][CH2:26][CH2:27][CH2:28][CH2:29][CH2:30][CH2:31][CH2:32][CH3:33]. Given the reactants [Br:1]N1C(=O)CCC1=O.[CH2:9]([CH:17]([CH2:24][CH2:25][CH2:26][CH2:27][CH2:28][CH2:29][CH2:30][CH2:31][CH2:32][CH3:33])[CH2:18][C:19]1[CH:23]=[CH:22][S:21][CH:20]=1)[CH2:10][CH2:11][CH2:12][CH2:13][CH2:14][CH2:15][CH3:16], predict the reaction product. (7) Given the reactants [C:1]([C:3]1[CH:30]=[CH:29][C:6]([CH2:7][NH:8][C:9]([CH:11]([O:27][CH3:28])[C:12]2[C:17]([F:18])=[CH:16][CH:15]=[CH:14][C:13]=2OS(C(F)(F)F)(=O)=O)=[O:10])=[CH:5][CH:4]=1)#[N:2].[CH2:31]([O:34][CH:35]1[CH2:40][CH2:39][CH2:38][CH2:37][O:36]1)[C:32]#[CH:33], predict the reaction product. The product is: [C:1]([C:3]1[CH:30]=[CH:29][C:6]([CH2:7][NH:8][C:9](=[O:10])[CH:11]([C:12]2[C:13]([C:33]#[C:32][CH2:31][O:34][CH:35]3[CH2:40][CH2:39][CH2:38][CH2:37][O:36]3)=[CH:14][CH:15]=[CH:16][C:17]=2[F:18])[O:27][CH3:28])=[CH:5][CH:4]=1)#[N:2]. (8) The product is: [OH2:13].[P:29]([OH:33])([OH:32])([OH:31])=[O:30].[C:1]([C:3]1[C:11]2[C:6](=[C:7]([C:12]([N:14]3[CH2:15][CH2:16][N:17]([CH2:20][CH2:21][C:22]4[CH:23]=[CH:24][C:25]([F:28])=[CH:26][CH:27]=4)[CH2:18][CH2:19]3)=[O:13])[CH:8]=[CH:9][CH:10]=2)[NH:5][CH:4]=1)#[N:2]. Given the reactants [C:1]([C:3]1[C:11]2[C:6](=[C:7]([C:12]([N:14]3[CH2:19][CH2:18][N:17]([CH2:20][CH2:21][C:22]4[CH:27]=[CH:26][C:25]([F:28])=[CH:24][CH:23]=4)[CH2:16][CH2:15]3)=[O:13])[CH:8]=[CH:9][CH:10]=2)[NH:5][CH:4]=1)#[N:2].[P:29](=[O:33])([OH:32])([OH:31])[OH:30], predict the reaction product.